From a dataset of Full USPTO retrosynthesis dataset with 1.9M reactions from patents (1976-2016). Predict the reactants needed to synthesize the given product. (1) Given the product [F:25][C:26]1[CH:31]=[CH:30][C:29]([O:32][CH3:33])=[CH:28][C:27]=1[C:2]1[CH:3]=[N:4][C:5]([N:8]2[C:16]3[C:11](=[CH:12][CH:13]=[C:14]([C:17]([N:19]([CH3:21])[CH3:20])=[O:18])[CH:15]=3)[C:10]([S:22]([CH3:24])=[O:23])=[CH:9]2)=[N:6][CH:7]=1, predict the reactants needed to synthesize it. The reactants are: Br[C:2]1[CH:3]=[N:4][C:5]([N:8]2[C:16]3[C:11](=[CH:12][CH:13]=[C:14]([C:17]([N:19]([CH3:21])[CH3:20])=[O:18])[CH:15]=3)[C:10]([S:22]([CH3:24])=[O:23])=[CH:9]2)=[N:6][CH:7]=1.[F:25][C:26]1[CH:31]=[CH:30][C:29]([O:32][CH3:33])=[CH:28][C:27]=1B(O)O. (2) Given the product [CH3:1][C:2]1[C:7]([CH3:8])=[CH:6][C:5]([NH:9][S:10]([C:13]2[CH:14]=[CH:15][CH:16]=[CH:17][CH:18]=2)(=[O:12])=[O:11])=[CH:4][C:3]=1[NH:19][C:20]([CH2:22][C:23]1[CH:24]=[CH:25][C:26]([C:27]([NH2:39])=[NH:28])=[CH:29][CH:30]=1)=[O:21], predict the reactants needed to synthesize it. The reactants are: [CH3:1][C:2]1[C:7]([CH3:8])=[CH:6][C:5]([NH:9][S:10]([C:13]2[CH:18]=[CH:17][CH:16]=[CH:15][CH:14]=2)(=[O:12])=[O:11])=[CH:4][C:3]=1[NH:19][C:20]([CH2:22][C:23]1[CH:30]=[CH:29][C:26]([C:27]#[N:28])=[CH:25][CH:24]=1)=[O:21].C(O)C.Cl.C(=O)([O-])[O-].[NH4+:39].[NH4+]. (3) The reactants are: [CH:1]12[CH2:8][CH2:7][CH:4]([CH:5]=[CH:6]1)[CH2:3][CH:2]2[S:9]([CH2:12][C:13]1[C:18]([C:19]([O:21][CH3:22])=[O:20])=[C:17]([O:23][CH3:24])[C:16]([C:25]2[CH:29]=[CH:28][O:27][CH:26]=2)=[CH:15][CH:14]=1)(=[O:11])=[O:10].[H][H]. Given the product [CH:1]12[CH2:6][CH2:5][CH:4]([CH2:7][CH2:8]1)[CH2:3][CH:2]2[S:9]([CH2:12][C:13]1[C:18]([C:19]([O:21][CH3:22])=[O:20])=[C:17]([O:23][CH3:24])[C:16]([C:25]2[CH:29]=[CH:28][O:27][CH:26]=2)=[CH:15][CH:14]=1)(=[O:11])=[O:10], predict the reactants needed to synthesize it. (4) Given the product [CH3:14][CH:9]([NH:8][C:3]1[CH:4]=[CH:5][CH:6]=[CH:1][C:2]=1[OH:7])[CH2:10][CH2:11][CH2:12][CH3:13], predict the reactants needed to synthesize it. The reactants are: [CH3:1][C:2](=[O:7])[CH2:3][CH2:4][CH2:5][CH3:6].[NH2:8][C:9]1[CH:14]=[CH:13][CH:12]=[CH:11][C:10]=1O. (5) Given the product [O:15]=[C:11]1[NH:10][CH:9]=[CH:8][C:7]2[N:6]=[C:5]([C:3]([OH:4])=[O:2])[CH:14]=[CH:13][C:12]1=2, predict the reactants needed to synthesize it. The reactants are: C[O:2][C:3]([C:5]1[CH:14]=[CH:13][C:12]2[C:11](=[O:15])[NH:10][CH:9]=[CH:8][C:7]=2[N:6]=1)=[O:4].